From a dataset of Catalyst prediction with 721,799 reactions and 888 catalyst types from USPTO. Predict which catalyst facilitates the given reaction. The catalyst class is: 5. Reactant: [C:1]([Cl:4])(=O)C.Br.[NH2:6][CH:7]([CH2:11][CH2:12][Br:13])[C:8]([OH:10])=[O:9]. Product: [ClH:4].[Br:13][CH2:12][CH2:11][CH:7]([NH2:6])[C:8]([O:10][CH3:1])=[O:9].